Dataset: Catalyst prediction with 721,799 reactions and 888 catalyst types from USPTO. Task: Predict which catalyst facilitates the given reaction. (1) Reactant: [CH3:1][O:2][C:3]1[CH:4]=[C:5]([NH:13][C:14]2[N:15]=[N:16][C:17]([CH:20]([NH:22][C:23]([CH:25]3[CH2:30][CH2:29][CH2:28][CH2:27][CH2:26]3)=O)[CH3:21])=[CH:18][N:19]=2)[CH:6]=[C:7]([O:11][CH3:12])[C:8]=1[O:9][CH3:10].P(Cl)(Cl)(Cl)=O. Product: [CH:25]1([C:23]2[N:16]3[C:17]([CH:18]=[N:19][C:14]([NH:13][C:5]4[CH:4]=[C:3]([O:2][CH3:1])[C:8]([O:9][CH3:10])=[C:7]([O:11][CH3:12])[CH:6]=4)=[N:15]3)=[C:20]([CH3:21])[N:22]=2)[CH2:30][CH2:29][CH2:28][CH2:27][CH2:26]1. The catalyst class is: 26. (2) Reactant: C[O:2][C:3](=[O:38])[CH2:4][CH2:5][C:6]1[CH:11]=[CH:10][C:9]([S:12][CH2:13][C:14]2[S:18][C:17]([C:19]3[CH:24]=[CH:23][C:22]([C:25]([F:28])([F:27])[F:26])=[CH:21][CH:20]=3)=[N:16][C:15]=2[CH2:29][O:30][C:31]2[CH:36]=[CH:35][CH:34]=[CH:33][CH:32]=2)=[CH:8][C:7]=1[CH3:37].[OH-].[Na+].Cl. Product: [CH3:37][C:7]1[CH:8]=[C:9]([S:12][CH2:13][C:14]2[S:18][C:17]([C:19]3[CH:20]=[CH:21][C:22]([C:25]([F:28])([F:26])[F:27])=[CH:23][CH:24]=3)=[N:16][C:15]=2[CH2:29][O:30][C:31]2[CH:36]=[CH:35][CH:34]=[CH:33][CH:32]=2)[CH:10]=[CH:11][C:6]=1[CH2:5][CH2:4][C:3]([OH:38])=[O:2]. The catalyst class is: 305. (3) Reactant: [O:1]=[C:2]1[C:6]([C:13]2[CH:18]=[CH:17][CH:16]=[CH:15][CH:14]=2)([C:7]2[CH:12]=[CH:11][CH:10]=[CH:9][CH:8]=2)[CH2:5][CH2:4][N:3]1[CH2:19][C:20](O)=[O:21].C(N(C(C)C)CC)(C)C.[C:32]1([CH2:38][NH2:39])[CH:37]=[CH:36][CH:35]=[CH:34][CH:33]=1. Product: [CH2:38]([NH:39][C:20](=[O:21])[CH2:19][N:3]1[CH2:4][CH2:5][C:6]([C:13]2[CH:14]=[CH:15][CH:16]=[CH:17][CH:18]=2)([C:7]2[CH:8]=[CH:9][CH:10]=[CH:11][CH:12]=2)[C:2]1=[O:1])[C:32]1[CH:37]=[CH:36][CH:35]=[CH:34][CH:33]=1. The catalyst class is: 4. (4) Reactant: [NH:1]1[CH2:7][CH2:6][CH2:5][CH2:4][CH2:3][CH2:2]1.[C:8]([O:12][C:13](=[O:23])[NH:14][C@@H:15]1[CH2:20][CH2:19][CH2:18][CH2:17][C@H:16]1[CH:21]=O)([CH3:11])([CH3:10])[CH3:9].C(O[BH-](OC(=O)C)OC(=O)C)(=O)C.[Na+].[OH-].[Na+]. Product: [C:8]([O:12][C:13](=[O:23])[NH:14][C@@H:15]1[CH2:20][CH2:19][CH2:18][CH2:17][C@H:16]1[CH2:21][N:1]1[CH2:7][CH2:6][CH2:5][CH2:4][CH2:3][CH2:2]1)([CH3:11])([CH3:9])[CH3:10]. The catalyst class is: 46.